This data is from Full USPTO retrosynthesis dataset with 1.9M reactions from patents (1976-2016). The task is: Predict the reactants needed to synthesize the given product. (1) Given the product [OH:14][C@@H:13]1[CH2:12][NH:11][CH2:10][C@H:9]1[NH:8][C:6](=[O:7])[O:5][C:1]([CH3:3])([CH3:2])[CH3:4], predict the reactants needed to synthesize it. The reactants are: [C:1]([O:5][C:6]([NH:8][C@H:9]1[C@H:13]([OH:14])[CH2:12][N:11](C(OCC2C=CC=CC=2)=O)[CH2:10]1)=[O:7])([CH3:4])([CH3:3])[CH3:2].C([O-])=O.[NH4+]. (2) The reactants are: [Cl:1][C:2]1[CH:3]=[CH:4][CH:5]=[C:6]2[C:10]=1[C:9](=[O:11])[N:8]([C:12]1[CH:13]=[C:14]([CH:18]=[CH:19][CH:20]=1)[C:15](O)=[O:16])[CH2:7]2.F[P-](F)(F)(F)(F)F.[N:28]1(O[P+](N(C)C)(N(C)C)N(C)C)[C:32]2[CH:33]=[CH:34][CH:35]=[CH:36]C=2N=N1.C[N:49]1[CH2:54][CH2:53]O[CH2:51][CH2:50]1.C([O-])(O)=O.[Na+]. Given the product [Cl:1][C:2]1[CH:3]=[CH:4][CH:5]=[C:6]2[C:10]=1[C:9](=[O:11])[N:8]([C:12]1[CH:13]=[C:14]([CH:18]=[CH:19][CH:20]=1)[C:15]([NH:8][CH2:7][CH2:6][CH:5]1[CH2:51][CH2:50][N:49]([C:34]3[CH:33]=[CH:32][N:28]=[CH:36][CH:35]=3)[CH2:54][CH2:53]1)=[O:16])[CH2:7]2, predict the reactants needed to synthesize it. (3) The reactants are: [Cl:1][C:2]1[CH:7]=[CH:6][CH:5]=[C:4]([O:8][CH3:9])[C:3]=1[CH3:10].[Br:11]N1C(=O)CCC1=O. Given the product [Cl:1][C:2]1[CH:7]=[CH:6][CH:5]=[C:4]([O:8][CH3:9])[C:3]=1[CH2:10][Br:11], predict the reactants needed to synthesize it. (4) Given the product [Cl:1][C:2]1[S:6][C:5]([S:7]([NH:10][CH:11]([C:17]2[N:21]([CH2:22][C:23]3[CH:24]=[CH:25][C:26]([OH:29])=[CH:27][CH:28]=3)[N:20]=[CH:19][CH:18]=2)[CH:12]([CH2:15][CH3:16])[CH2:13][CH3:14])(=[O:8])=[O:9])=[CH:4][CH:3]=1, predict the reactants needed to synthesize it. The reactants are: [Cl:1][C:2]1[S:6][C:5]([S:7]([NH:10][CH:11]([C:17]2[N:21]([CH2:22][C:23]3[CH:28]=[CH:27][C:26]([O:29]C)=[CH:25][CH:24]=3)[N:20]=[CH:19][CH:18]=2)[CH:12]([CH2:15][CH3:16])[CH2:13][CH3:14])(=[O:9])=[O:8])=[CH:4][CH:3]=1.B(Br)(Br)Br.O. (5) Given the product [CH2:1]([O:3][C:4]([C:6]1[NH:7][C:8]2[C:13]([C:14]=1[C:34]1[CH:35]=[N:36][CH:37]=[CH:38][CH:39]=1)=[CH:12][C:11]([C:16]1[CH:21]=[CH:20][C:19]([C:22]([F:25])([F:24])[F:23])=[CH:18][CH:17]=1)=[CH:10][CH:9]=2)=[O:5])[CH3:2], predict the reactants needed to synthesize it. The reactants are: [CH2:1]([O:3][C:4]([C:6]1[NH:7][C:8]2[C:13]([C:14]=1I)=[CH:12][C:11]([C:16]1[CH:21]=[CH:20][C:19]([C:22]([F:25])([F:24])[F:23])=[CH:18][CH:17]=1)=[CH:10][CH:9]=2)=[O:5])[CH3:2].CC1(C)C(C)(C)OB([C:34]2[CH:35]=[N:36][CH:37]=[CH:38][CH:39]=2)O1.C([O-])([O-])=O.[Na+].[Na+]. (6) Given the product [NH2:1][C:2]1[C:7]2[C:8]([C:11]3[CH:16]=[CH:15][C:14]([NH:17][C:18]([C:20]4[N:21]([CH3:29])[C:22]5[C:27]([CH:28]=4)=[CH:26][CH:25]=[CH:24][CH:23]=5)=[O:19])=[C:13]([O:30][CH3:31])[CH:12]=3)=[CH:9][S:10][C:6]=2[C:5]([C:32]#[C:33][CH2:34][NH:35][CH:36]2[CH2:37][CH2:38][C:39](=[O:40])[CH2:44][CH2:45]2)=[CH:4][N:3]=1, predict the reactants needed to synthesize it. The reactants are: [NH2:1][C:2]1[C:7]2[C:8]([C:11]3[CH:16]=[CH:15][C:14]([NH:17][C:18]([C:20]4[N:21]([CH3:29])[C:22]5[C:27]([CH:28]=4)=[CH:26][CH:25]=[CH:24][CH:23]=5)=[O:19])=[C:13]([O:30][CH3:31])[CH:12]=3)=[CH:9][S:10][C:6]=2[C:5]([C:32]#[C:33][CH2:34][NH:35][CH:36]2[CH2:45][CH2:44][C:39]3(OCC[O:40]3)[CH2:38][CH2:37]2)=[CH:4][N:3]=1.Cl.C(=O)([O-])[O-].[Na+].[Na+].O. (7) Given the product [F:1][C:2]([F:7])([F:6])[C:3]([OH:5])=[O:4].[CH2:8]([O:15][C:16]([NH:18][C@@H:19]1[CH2:24][CH2:23][CH2:22][CH2:21][C@H:20]1[NH:25][C@H:26]1[CH2:30][CH2:29][N:28]([C:31]2[CH:41]=[CH:40][C:34]([C:35]([O:37][CH3:38])=[O:36])=[CH:33][CH:32]=2)[CH2:27]1)=[O:17])[C:9]1[CH:14]=[CH:13][CH:12]=[CH:11][CH:10]=1, predict the reactants needed to synthesize it. The reactants are: [F:1][C:2]([F:7])([F:6])[C:3]([OH:5])=[O:4].[CH2:8]([O:15][C:16]([NH:18][C@@H:19]1[CH2:24][CH2:23][CH2:22][CH2:21][C@H:20]1[NH:25][C@H:26]1[CH2:30][CH2:29][N:28]([C:31]2[CH:41]=[CH:40][C:34]([C:35]([O:37][CH2:38]C)=[O:36])=[CH:33][CH:32]=2)[CH2:27]1)=[O:17])[C:9]1[CH:14]=[CH:13][CH:12]=[CH:11][CH:10]=1.